The task is: Predict the product of the given reaction.. This data is from Forward reaction prediction with 1.9M reactions from USPTO patents (1976-2016). (1) Given the reactants N1C[C@H](O)C[C@H]1C(O)=O.[CH3:10][O:11][C:12]([C@@H:14]1[C@H:18]([OH:19])[CH2:17][CH2:16][NH:15]1)=[O:13].[Cl:20][C:21]1[C:28]([CH3:29])=[C:27]([N:30]=[C:31]=[O:32])[CH:26]=[CH:25][C:22]=1[C:23]#[N:24], predict the reaction product. The product is: [CH3:10][O:11][C:12]([C@@H:14]1[C@H:18]([OH:19])[CH2:17][CH2:16][N:15]1[C:31](=[O:32])[NH:30][C:27]1[CH:26]=[CH:25][C:22]([C:23]#[N:24])=[C:21]([Cl:20])[C:28]=1[CH3:29])=[O:13]. (2) The product is: [CH:7]([C:6]1[CH:5]=[C:4]([CH2:3][O:2][CH3:1])[N:15]=[C:14]([NH2:16])[N:13]=1)([CH3:9])[CH3:8]. Given the reactants [CH3:1][O:2][CH2:3][C:4](=O)[CH2:5][C:6](=O)[CH:7]([CH3:9])[CH3:8].Cl.[NH2:13][C:14]([NH2:16])=[NH:15].C([O-])([O-])=O.[Na+].[Na+], predict the reaction product. (3) Given the reactants [C:1]([O:9][C@H:10]1[C@H:14]([F:15])[C@H:13]([N:16]2[CH:21]=[CH:20][C:19]([NH:22][C:23](=[O:30])[C:24]3[CH:29]=[CH:28][CH:27]=[CH:26][CH:25]=3)=[N:18][C:17]2=[O:31])[O:12][C@@H:11]1[CH2:32]Br)(=[O:8])[C:2]1[CH:7]=[CH:6][CH:5]=[CH:4][CH:3]=1.[P:34]([O:41]CC)([O:38][CH2:39][CH3:40])[O:35][CH2:36][CH3:37], predict the reaction product. The product is: [C:1]([O:9][C@H:10]1[C@H:14]([F:15])[C@H:13]([N:16]2[CH:21]=[CH:20][C:19]([NH:22][C:23](=[O:30])[C:24]3[CH:29]=[CH:28][CH:27]=[CH:26][CH:25]=3)=[N:18][C:17]2=[O:31])[O:12][C@@H:11]1[CH2:32][P:34]([O:38][CH2:39][CH3:40])([O:35][CH2:36][CH3:37])=[O:41])(=[O:8])[C:2]1[CH:7]=[CH:6][CH:5]=[CH:4][CH:3]=1.